From a dataset of Forward reaction prediction with 1.9M reactions from USPTO patents (1976-2016). Predict the product of the given reaction. (1) The product is: [CH3:21][O:22][CH2:23][CH2:24][O:25][C:26]1[CH:35]=[CH:34][CH:33]=[CH:32][C:27]=1[C:28](=[O:29])[CH2:17][C:16]([C:4]1[CH:5]=[CH:6][C:7]([O:8][CH2:9][C:10]2[CH:11]=[CH:12][CH:13]=[CH:14][CH:15]=2)=[C:2]([CH3:1])[CH:3]=1)=[O:18]. Given the reactants [CH3:1][C:2]1[CH:3]=[C:4]([C:16](=[O:18])[CH3:17])[CH:5]=[CH:6][C:7]=1[O:8][CH2:9][C:10]1[CH:15]=[CH:14][CH:13]=[CH:12][CH:11]=1.[H-].[Na+].[CH3:21][O:22][CH2:23][CH2:24][O:25][C:26]1[CH:35]=[CH:34][CH:33]=[CH:32][C:27]=1[C:28](OC)=[O:29].Cl, predict the reaction product. (2) Given the reactants [Cl:1][C:2]1[CH:7]=[CH:6][C:5]([CH:8]2[CH2:13][CH2:12][NH:11][CH2:10][CH2:9]2)=[CH:4][C:3]=1[C:14]([F:17])([F:16])[F:15].I[CH2:19][CH3:20], predict the reaction product. The product is: [Cl:1][C:2]1[CH:7]=[CH:6][C:5]([CH:8]2[CH2:13][CH2:12][N:11]([CH2:19][CH3:20])[CH2:10][CH2:9]2)=[CH:4][C:3]=1[C:14]([F:17])([F:15])[F:16].